The task is: Predict the reaction yield, written as a fraction of the theoretical maximum amount of product (1.0 means a 100% yield; for example, 0.34 means a 34% yield).. This data is from Reaction yield outcomes from USPTO patents with 853,638 reactions. The product is [C:13]([C:17]1[CH:18]=[C:19]([C:26]2[CH:27]=[N:28][C:29]([C:32]([F:35])([F:33])[F:34])=[CH:30][CH:31]=2)[C:20]([OH:25])=[C:21]([CH:24]=1)[CH2:22][NH:1][CH2:2][CH2:3][CH2:4][NH:5][C:6](=[O:12])[O:7][C:8]([CH3:9])([CH3:11])[CH3:10])([CH3:16])([CH3:14])[CH3:15]. The catalyst is CO. The reactants are [NH2:1][CH2:2][CH2:3][CH2:4][NH:5][C:6](=[O:12])[O:7][C:8]([CH3:11])([CH3:10])[CH3:9].[C:13]([C:17]1[CH:18]=[C:19]([C:26]2[CH:27]=[N:28][C:29]([C:32]([F:35])([F:34])[F:33])=[CH:30][CH:31]=2)[C:20]([OH:25])=[C:21]([CH:24]=1)[CH:22]=O)([CH3:16])([CH3:15])[CH3:14].[BH4-].[Na+]. The yield is 1.00.